This data is from Retrosynthesis with 50K atom-mapped reactions and 10 reaction types from USPTO. The task is: Predict the reactants needed to synthesize the given product. (1) Given the product COC(=O)COc1cc(N2C(=O)C3=C(CCCC3)C2=O)c(F)cc1Cl, predict the reactants needed to synthesize it. The reactants are: COC(=O)CBr.O=C1C2=C(CCCC2)C(=O)N1c1cc(O)c(Cl)cc1F. (2) Given the product COC(c1nc2ccc(-n3ccc(OCc4ccc(F)cc4)cc3=O)cc2n1C)C1CC1, predict the reactants needed to synthesize it. The reactants are: CI.Cn1c(C(O)C2CC2)nc2ccc(-n3ccc(OCc4ccc(F)cc4)cc3=O)cc21. (3) Given the product C=CCn1c(C(F)(F)F)cc(=O)n(-c2ccc(Cl)c(C(=O)OC(C)(C)C(=O)OCC)c2)c1=O, predict the reactants needed to synthesize it. The reactants are: C=CCBr.CCOC(=O)C(C)(C)OC(=O)c1cc(-n2c(=O)cc(C(F)(F)F)[nH]c2=O)ccc1Cl. (4) Given the product CC(C)(C)OC(=O)C12CCC(NCC(=O)N3CCC[C@H]3C#N)(CC1)CC2, predict the reactants needed to synthesize it. The reactants are: CC(C)(C)OC(=O)C12CCC(N)(CC1)CC2.N#C[C@@H]1CCCN1C(=O)CBr. (5) Given the product COc1ccc(C(=C(F)F)C(F)(F)F)cc1CN[C@H]1CCCN[C@H]1c1ccccc1, predict the reactants needed to synthesize it. The reactants are: COc1ccc(C(=C(F)F)C(F)(F)F)cc1CN[C@H]1CCCN(C(=O)OC(C)(C)C)[C@H]1c1ccccc1. (6) The reactants are: O=C(O)CCc1ccc(OCc2ccccc2)cc1Cl. Given the product OCCCc1ccc(OCc2ccccc2)cc1Cl, predict the reactants needed to synthesize it.